The task is: Predict the reactants needed to synthesize the given product.. This data is from Full USPTO retrosynthesis dataset with 1.9M reactions from patents (1976-2016). (1) Given the product [CH2:23]([C:25]1[N:30]=[CH:29][C:28]([C:2]2[CH:3]=[CH:4][C:5]3[N:11]4[CH2:12][C@H:8]([CH2:9][CH2:10]4)[N:7]([C:13]([NH:15][C:16]4[CH:21]=[N:20][CH:19]=[CH:18][N:17]=4)=[O:14])[C:6]=3[N:22]=2)=[CH:27][CH:26]=1)[CH3:24], predict the reactants needed to synthesize it. The reactants are: Cl[C:2]1[CH:3]=[CH:4][C:5]2[N:11]3[CH2:12][C@H:8]([CH2:9][CH2:10]3)[N:7]([C:13]([NH:15][C:16]3[CH:21]=[N:20][CH:19]=[CH:18][N:17]=3)=[O:14])[C:6]=2[N:22]=1.[CH2:23]([C:25]1[N:30]=[CH:29][C:28](B(O)O)=[CH:27][CH:26]=1)[CH3:24].[O-]P([O-])([O-])=O.[K+].[K+].[K+].CC(C1C=C(C(C)C)C(C2C=CC=CC=2P(C2CCCCC2)C2CCCCC2)=C(C(C)C)C=1)C. (2) Given the product [Cl:1][C:2]1[CH:3]=[C:4]([CH:12]=[CH:13][C:14]=1[Cl:15])[CH2:5][N:6]1[C:7]([CH3:11])([CH3:10])[CH2:8][O:9][CH:4]([CH2:5][NH2:6])[CH2:3]1, predict the reactants needed to synthesize it. The reactants are: [Cl:1][C:2]1[CH:3]=[C:4]([CH:12]=[CH:13][C:14]=1[Cl:15])[CH2:5][NH:6][C:7]([CH3:11])([CH3:10])[CH2:8][OH:9].S(=O)(=O)(O)O.